Task: Predict the reactants needed to synthesize the given product.. Dataset: Full USPTO retrosynthesis dataset with 1.9M reactions from patents (1976-2016) (1) Given the product [F:1][C:2]1[C:3]([NH:22][C:23]2[CH:28]=[CH:27][CH:26]=[C:25]([OH:29])[CH:24]=2)=[N:4][C:5]([NH:8][C:9]2[CH:10]=[CH:11][C:12]3[O:16][C:15]([C:17]([NH:30][C:31]([CH3:35])([CH3:34])[CH2:32][OH:33])=[O:18])=[CH:14][C:13]=3[CH:21]=2)=[N:6][CH:7]=1, predict the reactants needed to synthesize it. The reactants are: [F:1][C:2]1[C:3]([NH:22][C:23]2[CH:28]=[CH:27][CH:26]=[C:25]([OH:29])[CH:24]=2)=[N:4][C:5]([NH:8][C:9]2[CH:10]=[CH:11][C:12]3[O:16][C:15]([C:17](OC)=[O:18])=[CH:14][C:13]=3[CH:21]=2)=[N:6][CH:7]=1.[NH2:30][C:31]([CH3:35])([CH3:34])[CH2:32][OH:33]. (2) Given the product [CH2:24]([N:9]1[C:10]2[C:6](=[CH:5][C:4]([N+:1]([O-:3])=[O:2])=[CH:12][CH:11]=2)[C:7]([C:18]2[CH:23]=[CH:22][CH:21]=[CH:20][CH:19]=2)=[C:8]1[C:13]([O:15][CH2:16][CH3:17])=[O:14])[C:25]1[CH:30]=[CH:29][CH:28]=[CH:27][CH:26]=1, predict the reactants needed to synthesize it. The reactants are: [N+:1]([C:4]1[CH:5]=[C:6]2[C:10](=[CH:11][CH:12]=1)[NH:9][C:8]([C:13]([O:15][CH2:16][CH3:17])=[O:14])=[C:7]2[C:18]1[CH:23]=[CH:22][CH:21]=[CH:20][CH:19]=1)([O-:3])=[O:2].[CH2:24](Br)[C:25]1[CH:30]=[CH:29][CH:28]=[CH:27][CH:26]=1.C([O-])([O-])=O.[Cs+].[Cs+]. (3) Given the product [C:38]([C:27]1[CH:28]=[C:29]([CH2:32][CH2:33][C:34]([OH:37])([CH3:35])[CH3:36])[CH:30]=[CH:31][C:26]=1[O:25][C:19]1[CH:20]=[CH:21][C:22]([F:24])=[C:23]2[C:18]=1[CH2:17][CH2:16][C@H:15]2[O:14][C:12]1[CH:11]=[CH:10][C:9]2[C@H:5]([CH2:4][C:3]([OH:40])=[O:2])[CH2:6][O:7][C:8]=2[CH:13]=1)#[N:39], predict the reactants needed to synthesize it. The reactants are: C[O:2][C:3](=[O:40])[CH2:4][C@H:5]1[C:9]2[CH:10]=[CH:11][C:12]([O:14][C@H:15]3[C:23]4[C:18](=[C:19]([O:25][C:26]5[CH:31]=[CH:30][C:29]([CH2:32][CH2:33][C:34]([OH:37])([CH3:36])[CH3:35])=[CH:28][C:27]=5[C:38]#[N:39])[CH:20]=[CH:21][C:22]=4[F:24])[CH2:17][CH2:16]3)=[CH:13][C:8]=2[O:7][CH2:6]1.[OH-].[K+]. (4) Given the product [NH2:14][C:15]1[C:24]2[C:19](=[CH:20][CH:21]=[CH:22][CH:23]=2)[C:18]([O:25][C:26]2[CH:31]=[CH:30][N:29]=[C:28]([NH:32][C:33]3[CH:38]=[C:37]([CH:36]=[C:35]([C:53]#[CH:54])[CH:34]=3)[C:39]([NH:40][C@@H:41]([CH3:51])[CH2:42][O:43][CH2:44][CH2:45][O:46][CH2:47][CH2:48][O:49][CH3:50])=[O:52])[CH:27]=2)=[CH:17][CH:16]=1, predict the reactants needed to synthesize it. The reactants are: C(O)(C(F)(F)F)=O.C(OC(=O)[NH:14][C:15]1[C:24]2[C:19](=[CH:20][CH:21]=[CH:22][CH:23]=2)[C:18]([O:25][C:26]2[CH:31]=[CH:30][N:29]=[C:28]([NH:32][C:33]3[CH:38]=[C:37]([C:39](=[O:52])[NH:40][C@@H:41]([CH3:51])[CH2:42][O:43][CH2:44][CH2:45][O:46][CH2:47][CH2:48][O:49][CH3:50])[CH:36]=[C:35]([C:53]#[CH:54])[CH:34]=3)[CH:27]=2)=[CH:17][CH:16]=1)(C)(C)C. (5) Given the product [CH2:1]([S:8][C:9]1[NH:14][C:13](=[O:15])[C:12]([OH:16])=[CH:11][N:10]=1)[C:2]1[CH:3]=[CH:4][CH:5]=[CH:6][CH:7]=1, predict the reactants needed to synthesize it. The reactants are: [CH2:1]([S:8][C:9]1[NH:14][C:13](=[O:15])[C:12]([O:16]C2CCCCO2)=[CH:11][N:10]=1)[C:2]1[CH:7]=[CH:6][CH:5]=[CH:4][CH:3]=1.CC1C=CC(S(O)(=O)=O)=CC=1. (6) Given the product [CH3:1][C:2]1[CH:9]=[CH:8][CH:7]=[C:6]([CH3:10])[C:3]=1[CH2:4][O:5][C:30]1[CH:29]=[C:28]([CH2:32][CH:33]([CH3:13])[C:34]([OH:36])=[O:35])[CH:27]=[CH:26][CH:31]=1, predict the reactants needed to synthesize it. The reactants are: [CH3:1][C:2]1[CH:9]=[CH:8][CH:7]=[C:6]([CH3:10])[C:3]=1[CH2:4][OH:5].N(C(OC(C)C)=O)=N[C:13](OC(C)C)=O.O[C:26]1[CH:27]=[C:28]([CH2:32][CH2:33][C:34]([O:36]CC)=[O:35])[CH:29]=[CH:30][CH:31]=1.C1(P(C2C=CC=CC=2)C2C=CC=CC=2)C=CC=CC=1. (7) Given the product [O:21]1[CH:25]=[CH:24][C:23]([C:11]2[CH:12]=[C:13]([C:14]([F:15])([F:16])[F:17])[C:8]3[NH:7][C:5]([C:4]([OH:3])=[O:20])=[N:19][C:9]=3[CH:10]=2)=[CH:22]1, predict the reactants needed to synthesize it. The reactants are: C([O:3][C:4](=[O:20])[C:5]([NH:7][C:8]1[C:13]([C:14]([F:17])([F:16])[F:15])=[CH:12][C:11](Br)=[CH:10][C:9]=1[NH2:19])=O)C.[O:21]1[CH:25]=[CH:24][C:23](B(O)O)=[CH:22]1.O1CCOCC1. (8) Given the product [F:39][C:36]1[CH:35]=[CH:34][C:33]([S:30]([NH:29][C@H:18]2[CH2:17][C:16]3=[CH:40][CH:41]=[C:13]([CH:14]=[CH:15]3)[O:12][CH2:11][CH2:10][CH2:9][CH2:8][S:7][CH2:6][C@@H:5]([CH:3]=[O:2])[NH:23][C:22](=[O:24])[C@H:21]([CH:25]([CH3:26])[CH3:27])[NH:20][C:19]2=[O:28])(=[O:31])=[O:32])=[CH:38][CH:37]=1, predict the reactants needed to synthesize it. The reactants are: C[O:2][C:3]([C@H:5]1[NH:23][C:22](=[O:24])[C@H:21]([CH:25]([CH3:27])[CH3:26])[NH:20][C:19](=[O:28])[C@@H:18]([NH:29][S:30]([C:33]2[CH:38]=[CH:37][C:36]([F:39])=[CH:35][CH:34]=2)(=[O:32])=[O:31])[CH2:17][C:16]2=[CH:40][CH:41]=[C:13]([CH:14]=[CH:15]2)[O:12][CH2:11][CH2:10][CH2:9][CH2:8][S:7][CH2:6]1)=O.CC(C[AlH]CC(C)C)C.CCOC(C)=O. (9) Given the product [OH:6][NH:5][C:3](=[O:4])[C:2]([CH3:1])([NH:14][S:15]([C:18]1[S:19][C:20]([C:23]2[CH:28]=[CH:27][CH:26]=[CH:25][N:24]=2)=[CH:21][CH:22]=1)(=[O:17])=[O:16])[CH3:13], predict the reactants needed to synthesize it. The reactants are: [CH3:1][C:2]([NH:14][S:15]([C:18]1[S:19][C:20]([C:23]2[CH:28]=[CH:27][CH:26]=[CH:25][N:24]=2)=[CH:21][CH:22]=1)(=[O:17])=[O:16])([CH3:13])[C:3]([NH:5][O:6]CC[Si](C)(C)C)=[O:4].